Regression. Given two drug SMILES strings and cell line genomic features, predict the synergy score measuring deviation from expected non-interaction effect. From a dataset of NCI-60 drug combinations with 297,098 pairs across 59 cell lines. (1) Drug 1: C1CC(=O)NC(=O)C1N2CC3=C(C2=O)C=CC=C3N. Drug 2: CCC1=C2CN3C(=CC4=C(C3=O)COC(=O)C4(CC)O)C2=NC5=C1C=C(C=C5)O. Cell line: CCRF-CEM. Synergy scores: CSS=57.2, Synergy_ZIP=-3.29, Synergy_Bliss=-2.21, Synergy_Loewe=-22.3, Synergy_HSA=1.08. (2) Drug 1: C1CCC(CC1)NC(=O)N(CCCl)N=O. Drug 2: CC(C)(C#N)C1=CC(=CC(=C1)CN2C=NC=N2)C(C)(C)C#N. Cell line: HCC-2998. Synergy scores: CSS=1.65, Synergy_ZIP=-0.612, Synergy_Bliss=-0.858, Synergy_Loewe=-2.45, Synergy_HSA=-2.95.